Predict the reactants needed to synthesize the given product. From a dataset of Full USPTO retrosynthesis dataset with 1.9M reactions from patents (1976-2016). (1) The reactants are: C([NH:8][C:9]1[CH:14]=[CH:13][C:12]([CH2:15][C:16]2[C:24]3[C:19](=[N:20][CH:21]=[CH:22][CH:23]=3)[N:18]([Si:25]([CH:32]([CH3:34])[CH3:33])([CH:29]([CH3:31])[CH3:30])[CH:26]([CH3:28])[CH3:27])[CH:17]=2)=[CH:11][CH:10]=1)C1C=CC=CC=1. Given the product [CH:32]([Si:25]([CH:26]([CH3:28])[CH3:27])([CH:29]([CH3:31])[CH3:30])[N:18]1[C:19]2=[N:20][CH:21]=[CH:22][CH:23]=[C:24]2[C:16]([CH2:15][C:12]2[CH:11]=[CH:10][C:9]([NH2:8])=[CH:14][CH:13]=2)=[CH:17]1)([CH3:33])[CH3:34], predict the reactants needed to synthesize it. (2) Given the product [CH3:1][C:2]([Si:5]([C:22]1[CH:27]=[CH:26][CH:25]=[CH:24][CH:23]=1)([C:28]1[CH:29]=[CH:30][CH:31]=[CH:32][CH:33]=1)[O:6][CH2:7][C@@H:8]1[CH2:13][CH2:12][C@H:11]([CH3:14])[CH2:10][NH:9]1)([CH3:3])[CH3:4], predict the reactants needed to synthesize it. The reactants are: [CH3:1][C:2]([Si:5]([C:28]1[CH:33]=[CH:32][CH:31]=[CH:30][CH:29]=1)([C:22]1[CH:27]=[CH:26][CH:25]=[CH:24][CH:23]=1)[O:6][CH2:7][C@@H:8]1[CH2:13][CH2:12][C@H:11]([CH3:14])[CH2:10][N:9]1C(OC(C)(C)C)=O)([CH3:4])[CH3:3].C(O)(C(F)(F)F)=O. (3) Given the product [CH2:1]([O:3][C:4]([N:6]1[C:10]2[S:11][C:12]([C:14]([OH:16])=[O:15])=[CH:13][C:9]=2[C:8]([NH:21][C:22](=[O:32])[C:23]2[CH:28]=[CH:27][CH:26]=[CH:25][C:24]=2[N+:29]([O-:31])=[O:30])=[N:7]1)=[O:5])[CH3:2], predict the reactants needed to synthesize it. The reactants are: [CH2:1]([O:3][C:4]([N:6]1[C:10]2[S:11][C:12]([C:14]([O:16]C(C)(C)C)=[O:15])=[CH:13][C:9]=2[C:8]([NH:21][C:22](=[O:32])[C:23]2[CH:28]=[CH:27][CH:26]=[CH:25][C:24]=2[N+:29]([O-:31])=[O:30])=[N:7]1)=[O:5])[CH3:2]. (4) Given the product [CH:14]([O:17][CH:18]([CH3:20])[CH3:19])([CH3:16])[CH3:15].[N+:9]([O-:12])([OH:11])=[O:10], predict the reactants needed to synthesize it. The reactants are: N[C@H](C(O)=O)CS.[At].[N+:9]([O-:12])([OH:11])=[O:10].O.[CH:14]([O:17][CH:18]([CH3:20])[CH3:19])([CH3:16])[CH3:15]. (5) Given the product [Cl:1][C:2]1[CH:3]=[C:4]([CH:8]=[CH:9][C:10]=1[CH2:11][N:12]1[CH2:17][CH2:16][N:15]([CH3:18])[CH2:14][CH2:13]1)[C:5]([NH:43][C:44]1[CH:45]=[CH:46][C:47]([CH3:66])=[C:48]([C:50]2[CH:59]=[C:58]3[C:53]([CH:54]=[C:55]([NH:60][C:61]([CH:63]4[CH2:65][CH2:64]4)=[O:62])[N:56]=[CH:57]3)=[CH:52][CH:51]=2)[CH:49]=1)=[O:7], predict the reactants needed to synthesize it. The reactants are: [Cl:1][C:2]1[CH:3]=[C:4]([CH:8]=[CH:9][C:10]=1[CH2:11][N:12]1[CH2:17][CH2:16][N:15]([CH3:18])[CH2:14][CH2:13]1)[C:5]([OH:7])=O.F[P-](F)(F)(F)(F)F.N1(OC(N(C)C)=[N+](C)C)C2N=CC=CC=2N=N1.[NH2:43][C:44]1[CH:45]=[CH:46][C:47]([CH3:66])=[C:48]([C:50]2[CH:59]=[C:58]3[C:53]([CH:54]=[C:55]([NH:60][C:61]([CH:63]4[CH2:65][CH2:64]4)=[O:62])[N:56]=[CH:57]3)=[CH:52][CH:51]=2)[CH:49]=1.N1C=CC=CC=1. (6) Given the product [CH3:1][O:2][CH2:3][CH2:4][C:5]1[N:6]([CH2:18][CH2:19][O:20][CH2:21][CH2:22][N:23]([CH3:31])[C:24](=[O:30])[O:25][C:26]([CH3:27])([CH3:28])[CH3:29])[C:7]2[C:16]3[CH:15]=[CH:14][CH:13]=[CH:12][C:11]=3[N+:10]([O-:40])=[CH:9][C:8]=2[N:17]=1, predict the reactants needed to synthesize it. The reactants are: [CH3:1][O:2][CH2:3][CH2:4][C:5]1[N:6]([CH2:18][CH2:19][O:20][CH2:21][CH2:22][N:23]([CH3:31])[C:24](=[O:30])[O:25][C:26]([CH3:29])([CH3:28])[CH3:27])[C:7]2[C:16]3[CH:15]=[CH:14][CH:13]=[CH:12][C:11]=3[N:10]=[CH:9][C:8]=2[N:17]=1.C1C=C(Cl)C=C(C(OO)=[O:40])C=1.C([O-])(O)=O.[Na+].